From a dataset of Forward reaction prediction with 1.9M reactions from USPTO patents (1976-2016). Predict the product of the given reaction. (1) Given the reactants C([O:5][C:6](=[O:30])[CH2:7][N:8]1[C:16]2[C:11](=[CH:12][C:13]([O:17][CH3:18])=[CH:14][CH:15]=2)[C:10]([CH:19]2[C:23]3[CH:24]=[CH:25][CH:26]=[CH:27][C:22]=3[S:21](=[O:29])(=[O:28])[NH:20]2)=[CH:9]1)(C)(C)C.[C:31]([C:33]1[CH:40]=[CH:39][C:36]([CH2:37]Br)=[CH:35][CH:34]=1)#[N:32], predict the reaction product. The product is: [C:31]([C:33]1[CH:40]=[CH:39][C:36]([CH2:37][N:20]2[CH:19]([C:10]3[C:11]4[C:16](=[CH:15][CH:14]=[C:13]([O:17][CH3:18])[CH:12]=4)[N:8]([CH2:7][C:6]([OH:5])=[O:30])[CH:9]=3)[C:23]3[CH:24]=[CH:25][CH:26]=[CH:27][C:22]=3[S:21]2(=[O:29])=[O:28])=[CH:35][CH:34]=1)#[N:32]. (2) Given the reactants [CH2:1]([N:3]1[C:12]2[C:7](=[CH:8][C:9]([F:30])=[C:10]([N:13]3[CH2:18][CH2:17][N:16]([CH2:19][C:20]([C:22]4[CH:27]=[CH:26][C:25]([O:28][CH3:29])=[CH:24][CH:23]=4)=O)[CH2:15][CH2:14]3)[CH:11]=2)[C:6](=[O:31])[C:5]([C:32]([OH:34])=[O:33])=[CH:4]1)[CH3:2].Cl.[NH2:36][OH:37], predict the reaction product. The product is: [CH2:1]([N:3]1[C:12]2[C:7](=[CH:8][C:9]([F:30])=[C:10]([N:13]3[CH2:14][CH2:15][N:16]([CH2:19][C:20](=[N:36][OH:37])[C:22]4[CH:27]=[CH:26][C:25]([O:28][CH3:29])=[CH:24][CH:23]=4)[CH2:17][CH2:18]3)[CH:11]=2)[C:6](=[O:31])[C:5]([C:32]([OH:34])=[O:33])=[CH:4]1)[CH3:2]. (3) Given the reactants [CH:1]([Si:4]([CH:45]([CH3:47])[CH3:46])([CH:42]([CH3:44])[CH3:43])[O:5][C@H:6]1[C@H:11]([O:12][Si:13]([CH:20]([CH3:22])[CH3:21])([CH:17]([CH3:19])[CH3:18])[CH:14]([CH3:16])[CH3:15])[C@@H:10]([CH2:23][O:24][Si](C(C)C)(C(C)C)C(C)C)[O:9][C@H:8]([C:35]2[CH:40]=[CH:39][N:38]=[CH:37][C:36]=2[NH2:41])[CH2:7]1)([CH3:3])[CH3:2].Cl.C([O-])(O)=O.[Na+], predict the reaction product. The product is: [NH2:41][C:36]1[CH:37]=[N:38][CH:39]=[CH:40][C:35]=1[C@@H:8]1[O:9][C@H:10]([CH2:23][OH:24])[C@@H:11]([O:12][Si:13]([CH:20]([CH3:21])[CH3:22])([CH:14]([CH3:15])[CH3:16])[CH:17]([CH3:18])[CH3:19])[C@H:6]([O:5][Si:4]([CH:45]([CH3:47])[CH3:46])([CH:1]([CH3:3])[CH3:2])[CH:42]([CH3:44])[CH3:43])[CH2:7]1. (4) Given the reactants [CH3:1][C:2]1[CH:39]=[CH:38][C:5]([O:6][CH:7]([CH2:13][C:14]2[CH:19]=[CH:18][C:17]([O:20][CH2:21][CH2:22][NH:23][C:24](=[O:37])[C:25]3[CH:30]=[CH:29][C:28]([C:31]4[CH:36]=[CH:35][CH:34]=[CH:33][N:32]=4)=[CH:27][CH:26]=3)=[CH:16][CH:15]=2)[C:8]([O:10]CC)=[O:9])=[CH:4][CH:3]=1.[OH-].[Na+], predict the reaction product. The product is: [CH3:1][C:2]1[CH:3]=[CH:4][C:5]([O:6][CH:7]([CH2:13][C:14]2[CH:15]=[CH:16][C:17]([O:20][CH2:21][CH2:22][NH:23][C:24](=[O:37])[C:25]3[CH:30]=[CH:29][C:28]([C:31]4[CH:36]=[CH:35][CH:34]=[CH:33][N:32]=4)=[CH:27][CH:26]=3)=[CH:18][CH:19]=2)[C:8]([OH:10])=[O:9])=[CH:38][CH:39]=1.